From a dataset of Experimentally validated miRNA-target interactions with 360,000+ pairs, plus equal number of negative samples. Binary Classification. Given a miRNA mature sequence and a target amino acid sequence, predict their likelihood of interaction. (1) The miRNA is hsa-miR-664a-3p with sequence UAUUCAUUUAUCCCCAGCCUACA. The protein sequence of the target gene is MNQRRSESRPGNHRLQAYAEPGKGDSGGAGPLSGSARRGRGGGGAIRVRRPCWSGGAGRGGGPAWAVRLPTVTAGWTWPALRTLSSLRAGPSEPHSPGRRPPRAGRPLCQADPQPGKAARRSLEPDPAQTGPRPARAAGMSEARKGPDEAEESQYDSGIESLRSLRSLPESTSAPASGPSDGSPQPCTHPPGPVKEPQEKEDADGERADSTYGSSSLTYTLSLLGGPEAEDPAPRLPLPHVGALSPQQLEALTYISEDGDTLVHLAVIHEAPAVLLCCLALLPQEVLDIQNNLYQTALHL.... Result: 0 (no interaction). (2) The miRNA is hsa-miR-205-5p with sequence UCCUUCAUUCCACCGGAGUCUG. The protein sequence of the target gene is MLPCKKRRTTVTESLQHKGNQEENNVDLESAVKPESDQVKDLSSVSLSWDPSHGRVAGFEVQSLQDAGNQLGMEDTSLSSGMLTQNTNVPILEGVDVAISQGITLPSLESFHPLNIHIGKGKLHATGSKRGKKMTLRPGPVTQEDRCDHLTLKEPFSGEPSEEVKEEGGKPQMNSEGEIPSLPSGSQSAKPVSQPRKSTQPDVCASPQEKPLRTLFHQPEEEIEDGGLFIPMEEQDNEESEKRRKKKKGTKRKRDGRGQEGTLAYDLKLDDMLDRTLEDGAKQHNLTAVNVRNILHEVIT.... Result: 0 (no interaction). (3) The miRNA is hsa-miR-3162-3p with sequence UCCCUACCCCUCCACUCCCCA. The protein sequence of the target gene is MGKAVSQLTSRKDEDKPILPDNPAMASQAANYFSTGSSKPAHSCMPYEKAASSSFVTCPTCQGNGEIPQEQEKQLVALIPYGDQRLKPRRTKLFVFLSVAICLLIFSLTIFFLYPRPIAVRPVGLNSSTVTFEDAHVQLNTTNVLNIFNSNFYPITVTQLTAEVLHQASVVGQVTSSLRLHIGPLASEQMPYEVASRILDENTYKICTWPKIRVHHILLNIQGSLTCSFLSHPQQLPFESFEYVDCRENMSLPHLELPRPA. Result: 0 (no interaction).